The task is: Predict which catalyst facilitates the given reaction.. This data is from Catalyst prediction with 721,799 reactions and 888 catalyst types from USPTO. (1) Reactant: Cl.Cl.[CH3:3][CH:4]([CH3:18])[CH2:5][N:6]([CH2:11][C@H:12]1[CH2:17][NH:16][CH2:15][CH2:14][NH:13]1)[S:7]([CH3:10])(=[O:9])=[O:8].C(N(CC)CC)C.[N+:26]([C:29]1[S:33][C:32]([S:34](Cl)(=[O:36])=[O:35])=[CH:31][CH:30]=1)([O-:28])=[O:27]. Product: [N+:26]([C:29]1[S:33][C:32]([S:34]([N:16]2[CH2:15][CH2:14][NH:13][C@@H:12]([CH2:11][N:6]([CH2:5][CH:4]([CH3:18])[CH3:3])[S:7]([CH3:10])(=[O:8])=[O:9])[CH2:17]2)(=[O:36])=[O:35])=[CH:31][CH:30]=1)([O-:28])=[O:27]. The catalyst class is: 2. (2) Reactant: [C:1]([NH:4][C:5]([CH2:16][C:17](=[O:39])[C:18]1[CH:23]=[CH:22][C:21]([O:24][C:25]2[CH:30]=[CH:29][C:28]([C:31]3[N:32]=[C:33]([CH2:36][CH2:37][CH3:38])[O:34][CH:35]=3)=[CH:27][CH:26]=2)=[CH:20][CH:19]=1)([C:11](OCC)=[O:12])[C:6](OCC)=[O:7])(=[O:3])[CH3:2].OP([O-])([O-])=O.[K+].[K+].[BH4-].[Na+].[OH-].[Na+]. Product: [OH:7][CH2:6][C:5]([NH:4][C:1](=[O:3])[CH3:2])([CH2:11][OH:12])[CH2:16][CH:17]([OH:39])[C:18]1[CH:23]=[CH:22][C:21]([O:24][C:25]2[CH:30]=[CH:29][C:28]([C:31]3[N:32]=[C:33]([CH2:36][CH2:37][CH3:38])[O:34][CH:35]=3)=[CH:27][CH:26]=2)=[CH:20][CH:19]=1. The catalyst class is: 88. (3) Reactant: [Cl:1][C:2]1[CH:3]=[C:4]([C:25]2[CH2:26][CH2:27][C:28](=[O:31])[NH:29][N:30]=2)[CH:5]=[CH:6][C:7]=1[O:8][CH2:9][CH2:10][CH2:11][O:12][CH2:13][C:14]1[CH:19]=[CH:18][C:17]([O:20][CH2:21][C@@H:22]2[CH2:24][O:23]2)=[CH:16][CH:15]=1.[CH:32]([NH2:35])([CH3:34])[CH3:33]. Product: [Cl:1][C:2]1[CH:3]=[C:4]([C:25]2[CH2:26][CH2:27][C:28](=[O:31])[NH:29][N:30]=2)[CH:5]=[CH:6][C:7]=1[O:8][CH2:9][CH2:10][CH2:11][O:12][CH2:13][C:14]1[CH:15]=[CH:16][C:17]([O:20][CH2:21][CH:22]([OH:23])[CH2:24][NH:35][CH:32]([CH3:34])[CH3:33])=[CH:18][CH:19]=1. The catalyst class is: 8. (4) Reactant: C(OC([N:8]1[C:16]2[C:11](=[CH:12][CH:13]=[CH:14][CH:15]=2)[CH:10]=[C:9]1B(O)O)=O)(C)(C)C.C(=O)([O-])O.[Na+].I[C:26]1[C:34]2[C:29](=[CH:30][CH:31]=[C:32]([N:35]([S:43]([C:46]3[CH:51]=[CH:50][CH:49]=[CH:48][CH:47]=3)(=[O:45])=[O:44])C(OC(C)(C)C)=O)[CH:33]=2)[N:28](C(OC(C)(C)C)=O)[N:27]=1. Product: [NH:8]1[C:16]2[C:11](=[CH:12][CH:13]=[CH:14][CH:15]=2)[CH:10]=[C:9]1[C:26]1[C:34]2[C:29](=[CH:30][CH:31]=[C:32]([NH:35][S:43]([C:46]3[CH:51]=[CH:50][CH:49]=[CH:48][CH:47]=3)(=[O:44])=[O:45])[CH:33]=2)[NH:28][N:27]=1. The catalyst class is: 9. (5) Reactant: [Cl:1][C:2]1[CH:3]=[C:4]([CH:7]=[C:8]([O:11][CH3:12])[C:9]=1[OH:10])[CH:5]=[O:6].C([O-])([O-])=O.[Cs+].[Cs+].[CH2:19](Cl)[C:20]1[CH:25]=[CH:24][CH:23]=[CH:22][CH:21]=1. Product: [Cl:1][C:2]1[CH:3]=[C:4]([CH:7]=[C:8]([O:11][CH3:12])[C:9]=1[O:10][CH2:19][C:20]1[CH:25]=[CH:24][CH:23]=[CH:22][CH:21]=1)[CH:5]=[O:6]. The catalyst class is: 3. (6) Reactant: [CH2:1]=O.[Cl-].[Mg+2].[Cl-].C(N(CC)CC)C.[F:13][C:14]1[C:19]([F:20])=[CH:18][C:17]([F:21])=[CH:16][C:15]=1[OH:22].[C:23](=[O:26])([O-])[O-].[K+].[K+].CI. Product: [F:13][C:14]1[C:15]([O:22][CH3:1])=[C:16]([C:17]([F:21])=[CH:18][C:19]=1[F:20])[CH:23]=[O:26]. The catalyst class is: 334. (7) Reactant: C[O:2][C:3]([C:5]1[CH:6]=[CH:7][C:8]2[O:12][C:11]([C:13]([CH2:31][CH3:32])([C:16]3[CH:21]=[CH:20][C:19]([O:22][CH2:23][CH:24]([OH:29])[C:25]([CH3:28])([CH3:27])[CH3:26])=[C:18]([CH3:30])[CH:17]=3)[CH2:14][CH3:15])=[CH:10][C:9]=2[CH:33]=1)=[O:4].[OH-].[Na+]. Product: [CH2:14]([C:13]([C:11]1[O:12][C:8]2[CH:7]=[CH:6][C:5]([C:3]([OH:4])=[O:2])=[CH:33][C:9]=2[CH:10]=1)([C:16]1[CH:21]=[CH:20][C:19]([O:22][CH2:23][CH:24]([OH:29])[C:25]([CH3:27])([CH3:28])[CH3:26])=[C:18]([CH3:30])[CH:17]=1)[CH2:31][CH3:32])[CH3:15]. The catalyst class is: 92.